Binary Classification. Given a miRNA mature sequence and a target amino acid sequence, predict their likelihood of interaction. From a dataset of Experimentally validated miRNA-target interactions with 360,000+ pairs, plus equal number of negative samples. (1) The miRNA is mmu-miR-3074-2-3p with sequence UGUUUCAGCUCAGUAGGCAC. The protein sequence of the target gene is MRLRNGTVATALVFVTSFLTLSWYTTWQNGKEKLIAYQREFLALKERLRVAEHRISQRSSELNTIVQQFRRAGAETNGSKTALSTISDNTIKLLKELTSKKSLRVPSIYYHLPHLLQNERSLQPAVQIGSGRTGVSIVMGIPTVKREVKSYLVETLHSLIDNLYPEEKLDCVIVVFIGETDLDYVHSVVANLEKEFSREISSGLLEIISPPESYYPDLTNLKETFGDSKERVRWRTKQNLDYCFLMMYAQEKGIYYIQLEDDIIVKQNYFNTIKNFALQLSSEEWMILEFSQLGFIGKMF.... Result: 0 (no interaction). (2) The miRNA is hsa-miR-5011-5p with sequence UAUAUAUACAGCCAUGCACUC. The protein sequence of the target gene is MDSLPRLTSVLTLLFSGLWHLGLTATNYNCDDPLASLLSPMAFSSSSDLTGTHSPAQLNWRVGTGGWSPADSNAQQWLQMDLGNRVEITAVATQGRYGSSDWVTSYSLMFSDTGRNWKQYKQEDSIWTFAGNMNADSVVHHKLLHSVRARFVRFVPLEWNPSGKIGMRVEVYGCSYKSDVADFDGRSSLLYRFNQKLMSTLKDVISLKFKSMQGDGVLFHGEGQRGDHITLELQKGRLALHLNLGDSKARLSSSLPSATLGSLLDDQHWHSVLIERVGKQVNFTVDKHTQHFRTKGETDA.... Result: 1 (interaction). (3) The miRNA is hsa-miR-5585-5p with sequence UGAAGUACCAGCUACUCGAGAG. The protein sequence of the target gene is MGRKDAATIKLPVDQYRKQIGKQDYKKTKPILRATKLKAEAKKTAIGIKEVGLVLAAILALLLAFYAFFYLRLTTDVDPDLDQDED. Result: 1 (interaction). (4) The miRNA is rno-miR-672-5p with sequence UGAGGUUGGUGUACUGUGUGUGA. The protein sequence of the target gene is MDAEGLALLLPPVTLAALVDSWLREDCPGLNYAALVSGAGPSQAALWAKSPGVLAGQPFFDAIFTQLNCQVSWFLPEGSKLVPVARVAEVRGPAHCLLLGERVALNTLARCSGIASAAAAAVEAARGAGWTGHVAGTRKTTPGFRLVEKYGLLVGGAASHRYDLGGLVMVKDNHVVAAGGVEKAVRAARQAADFTLKVEVECSSLQEAVQAAEAGADLVLLDNFKPEELHPTATVLKAQFPSVAVEASGGITLDNLPQFCGPHIDVISMGMLTQAAPALDFSLKLFAKEVAPVPKIH. Result: 0 (no interaction). (5) The miRNA is hsa-miR-6077 with sequence GGGAAGAGCUGUACGGCCUUC. The protein sequence of the target gene is MDSTSSLHGSSLHRPSTEQTRTDFSWDGINLSMEDTTSILPKLKRNSNAYGIGALAKSSFSGISRSMKDHVTKPTAMGQGRVAHMIEWQGWGKTPAVQPQHSHESVRRDTDAYSDLSDGEKEARFLAGVMEQFAISEATLMAWSSMDGEDMSVNSTQEPLGCNYSDNYQELMDSQDALAQAPMDGWPHSYVSQGMYCLGSSDAWEASDQSLIASPATGSYLGPAFDDSQPSLHEMGPSQPASGYSALEPPPLLGGDTDWAPGVGAVDLARGPAEEEKRPLAPEEEEDAGCRDLESLSPRE.... Result: 0 (no interaction). (6) The miRNA is hsa-miR-202-3p with sequence AGAGGUAUAGGGCAUGGGAA. The protein sequence of the target gene is MPKPHSEAGTAFIQTQQLHAAMADTFLEHMCRLDIDSAPITARNTGIICTIGPASRSVEMLKEMIKSGMNVARLNFSHGTHEYHAETIKNVREATESFASDPILYRPVAVALDTKGPEIRTGLIKGSGTAEVELKKGATLKITLDNAYMEKCDENILWLDYKNICKVVEVGSKIYVDDGLISLQVKEKGADFLVTEVENGGSLGSKKGVNLPGAAVDLPAVSEKDIQDLKFGVEQDVDMVFASFIRKAADVHEVRKVLGEKGKNIKIISKIENHEGVRRFDEILEASDGIMVARGDLGIE.... Result: 0 (no interaction). (7) The protein sequence of the target gene is MSPAKRWGSPCLFPLQLFSLCWVLSVAQSKTVRYSTFEEDAPGTVIGTLAEDLHMKVSGDTSFRLMKQFNSSLLRVREGDGQLTVGDAGLDRERLCGPSPQCVLAFDVVSFSQEQFRLVHVEVEVRDVNDHAPRFPRAQIPVEVSESAPVGTRIPLEVPVDEDVGANGLQSVRLAEPHSPFRVELQTRADGAQCADLVLLQELDRESQASYSLELVAQDGGRPPRSATAALSVRVLDANDHSPAFPQGAVAEVELAEDAPVGSLLLDLDAADPDEGPNGDVVFTFGARTPPEARHLFRLD.... Result: 0 (no interaction). The miRNA is hsa-miR-6502-3p with sequence UAGACCAUCUUUCUAGAGUAU. (8) The miRNA is mmu-miR-5119 with sequence CAUCUCAUCCUGGGGCUGG. The protein sequence of the target gene is MVSSAQMGFNLQALLEQLSQDELSKFKYLITTFSLAHELQKIPHKEVDKADGKQLVEILTTHCDSYWVEMASLQVFEKMHRMDLSERAKDEVREAALKSFNKRKPLSLGITRKERPPLDVDEMLERFKTEAQAFTETKGNVICLGKEVFKGKKPDKDNRCRYILKTKFREMWKSWPGDSKEVQVMAERYKMLIPFSNPRVLPGPFSYTVVLYGPAGLGKTTLAQKLMLDWAEDNLIHKFKYAFYLSCRELSRLGPCSFAELVFRDWPELQDDIPHILAQARKILFVIDGFDELGAAPGAL.... Result: 0 (no interaction).